Dataset: Full USPTO retrosynthesis dataset with 1.9M reactions from patents (1976-2016). Task: Predict the reactants needed to synthesize the given product. (1) Given the product [CH:1]1([C:4]2[C:5]([N:13]3[CH2:18][CH2:17][N:16]([C:19]([C:21]4[CH:26]=[CH:25][C:24]([N:27]5[C@H:31]([CH2:32][O:33][CH2:36][CH2:37][O:38][CH3:39])[CH2:30][O:29][C:28]5=[O:34])=[CH:23][CH:22]=4)=[O:20])[CH2:15][CH2:14]3)=[N:6][CH:7]=[C:8]([CH:10]3[CH2:12][CH2:11]3)[CH:9]=2)[CH2:2][CH2:3]1, predict the reactants needed to synthesize it. The reactants are: [CH:1]1([C:4]2[C:5]([N:13]3[CH2:18][CH2:17][N:16]([C:19]([C:21]4[CH:26]=[CH:25][C:24]([N:27]5[C@H:31]([CH2:32][OH:33])[CH2:30][O:29][C:28]5=[O:34])=[CH:23][CH:22]=4)=[O:20])[CH2:15][CH2:14]3)=[N:6][CH:7]=[C:8]([CH:10]3[CH2:12][CH2:11]3)[CH:9]=2)[CH2:3][CH2:2]1.Br[CH2:36][CH2:37][O:38][CH3:39]. (2) Given the product [Br:6][C:7]1[CH:8]=[N:9][C:10]([O:5][CH:1]2[CH2:4][CH2:3][CH2:2]2)=[N:11][CH:12]=1, predict the reactants needed to synthesize it. The reactants are: [CH:1]1([OH:5])[CH2:4][CH2:3][CH2:2]1.[Br:6][C:7]1[CH:8]=[N:9][C:10](Cl)=[N:11][CH:12]=1.[H-].[Na+].